From a dataset of Full USPTO retrosynthesis dataset with 1.9M reactions from patents (1976-2016). Predict the reactants needed to synthesize the given product. (1) The reactants are: [CH2:1]([O:8][CH2:9][C:10]1[O:14][N:13]=[C:12]([C:15]([OH:17])=O)[CH:11]=1)[C:2]1[CH:7]=[CH:6][CH:5]=[CH:4][CH:3]=1.[O:18]1[CH2:22][CH2:21][O:20][C:19]1=NC.O[N:26]1[C:30]2C=CC=CC=2N=N1.Cl.C(N=C=NCCCN(C)C)C. Given the product [O:20]1[CH2:21][CH2:22][O:18][C:19]1=[CH:30][NH:26][C:15]([C:12]1[CH:11]=[C:10]([CH2:9][O:8][CH2:1][C:2]2[CH:3]=[CH:4][CH:5]=[CH:6][CH:7]=2)[O:14][N:13]=1)=[O:17], predict the reactants needed to synthesize it. (2) Given the product [CH3:1][C:2]1[CH:7]=[C:6]([CH3:8])[CH:5]=[CH:4][C:3]=1[N:9]1[CH2:10][CH2:11][N:12]([C:15]([C:17]2[CH:22]=[CH:21][C:20]([N:23]3[CH2:24][CH:25]([C:29]([N:36]4[CH2:37][CH2:38][C@H:34]([F:33])[CH2:35]4)=[O:31])[CH2:26][C:27]3=[O:28])=[CH:19][CH:18]=2)=[O:16])[CH2:13][CH2:14]1, predict the reactants needed to synthesize it. The reactants are: [CH3:1][C:2]1[CH:7]=[C:6]([CH3:8])[CH:5]=[CH:4][C:3]=1[N:9]1[CH2:14][CH2:13][N:12]([C:15]([C:17]2[CH:22]=[CH:21][C:20]([N:23]3[C:27](=[O:28])[CH2:26][CH:25]([C:29]([OH:31])=O)[CH2:24]3)=[CH:19][CH:18]=2)=[O:16])[CH2:11][CH2:10]1.Cl.[F:33][C@H:34]1[CH2:38][CH2:37][NH:36][CH2:35]1. (3) Given the product [OH:1][C@H:2]1[C:6]2[N:7]=[CH:8][N:9]=[C:10]([CH:11]3[CH2:12][CH2:13][N:14]([C:17]([O:19][C:20]([CH3:23])([CH3:22])[CH3:21])=[O:18])[CH2:15][CH2:16]3)[C:5]=2[C@H:4]([CH3:24])[CH2:3]1, predict the reactants needed to synthesize it. The reactants are: [OH:1][C@H:2]1[C:6]2[N:7]=[CH:8][N:9]=[C:10]([C:11]3[CH2:16][CH2:15][N:14]([C:17]([O:19][C:20]([CH3:23])([CH3:22])[CH3:21])=[O:18])[CH2:13][CH:12]=3)[C:5]=2[C@H:4]([CH3:24])[CH2:3]1. (4) Given the product [CH3:18][S:19]([NH:1][C:2]1[CH:3]=[C:4]([CH:10]=[CH:11][CH:12]=1)[C:5]([O:7][CH2:8][CH3:9])=[O:6])(=[O:21])=[O:20], predict the reactants needed to synthesize it. The reactants are: [NH2:1][C:2]1[CH:3]=[C:4]([CH:10]=[CH:11][CH:12]=1)[C:5]([O:7][CH2:8][CH3:9])=[O:6].C(=O)([O-])O.[Na+].[CH3:18][S:19](Cl)(=[O:21])=[O:20].O. (5) The reactants are: C(O[C:6](=O)[N:7](C)[CH2:8][CH2:9][C:10]1[CH:15]=[CH:14][C:13]([O:16][C:17]2[CH:22]=[CH:21][CH:20]=[C:19]([C:23]([F:26])([F:25])[F:24])[CH:18]=2)=[CH:12][CH:11]=1)(C)(C)C.C(O)(C(F)(F)F)=O. Given the product [CH3:6][NH:7][CH2:8][CH2:9][C:10]1[CH:11]=[CH:12][C:13]([O:16][C:17]2[CH:22]=[CH:21][CH:20]=[C:19]([C:23]([F:24])([F:26])[F:25])[CH:18]=2)=[CH:14][CH:15]=1, predict the reactants needed to synthesize it.